This data is from Catalyst prediction with 721,799 reactions and 888 catalyst types from USPTO. The task is: Predict which catalyst facilitates the given reaction. (1) Reactant: [CH3:1][O:2][CH2:3][CH2:4][N:5]1[C:13]2[C:8](=[N:9][CH:10]=[CH:11][C:12]=2[S:14][C:15]2[CH:20]=[CH:19][C:18]([N+:21]([O-])=O)=[CH:17][CH:16]=2)[CH:7]=[CH:6]1.O.O.[Sn](Cl)Cl. Product: [CH3:1][O:2][CH2:3][CH2:4][N:5]1[C:13]2[C:8](=[N:9][CH:10]=[CH:11][C:12]=2[S:14][C:15]2[CH:20]=[CH:19][C:18]([NH2:21])=[CH:17][CH:16]=2)[CH:7]=[CH:6]1. The catalyst class is: 5. (2) Reactant: [Br:1][C:2]1[CH:7]=[CH:6][N:5]=[CH:4][C:3]=1[CH2:8][OH:9].O1CCC[CH2:11]1.[H-].[Na+].CI. Product: [Br:1][C:2]1[CH:7]=[CH:6][N:5]=[CH:4][C:3]=1[CH2:8][O:9][CH3:11]. The catalyst class is: 6.